This data is from Forward reaction prediction with 1.9M reactions from USPTO patents (1976-2016). The task is: Predict the product of the given reaction. (1) Given the reactants [Cl:1][C:2]1[CH:10]=[CH:9][C:8]2[NH:7][C:6]3[CH2:11][CH:12]([C:14]([S:22]([C:25]4[CH:30]=[CH:29][CH:28]=[C:27]([C:31]#[CH:32])[CH:26]=4)(=[O:24])=[O:23])([F:21])[C:15]4[O:16][C:17]([CH3:20])=[N:18][N:19]=4)[CH2:13][C:5]=3[C:4]=2[CH:3]=1, predict the reaction product. The product is: [Cl:1][C:2]1[CH:10]=[CH:9][C:8]2[NH:7][C:6]3[CH2:11][CH:12]([C:14]([S:22]([C:25]4[CH:30]=[CH:29][CH:28]=[C:27]([CH2:31][CH3:32])[CH:26]=4)(=[O:23])=[O:24])([F:21])[C:15]4[O:16][C:17]([CH3:20])=[N:18][N:19]=4)[CH2:13][C:5]=3[C:4]=2[CH:3]=1. (2) Given the reactants [C:1]([O:5][C:6](=[O:23])[CH2:7][CH:8]([OH:22])[CH2:9][C@H:10]([OH:21])[CH2:11][O:12][C:13](=[O:20])[C:14]1[CH:19]=[CH:18][CH:17]=[CH:16][CH:15]=1)([CH3:4])([CH3:3])[CH3:2].CO[C:26](OC)([CH3:28])[CH3:27].C1(C)C=CC(S(O)(=O)=O)=CC=1.CC1C=NC=CC=1, predict the reaction product. The product is: [C:1]([O:5][C:6](=[O:23])[CH2:7][C@H:8]1[CH2:9][C@@H:10]([CH2:11][O:12][C:13](=[O:20])[C:14]2[CH:15]=[CH:16][CH:17]=[CH:18][CH:19]=2)[O:21][C:26]([CH3:28])([CH3:27])[O:22]1)([CH3:4])([CH3:2])[CH3:3]. (3) Given the reactants [CH3:1][C:2]1[CH:10]=[C:9]2[C:5]([CH:6]=[CH:7][NH:8]2)=[N:4][CH:3]=1.ClS([N:15]=[C:16]=O)(=O)=O.CN(C=O)C, predict the reaction product. The product is: [C:16]([C:6]1[C:5]2[C:9](=[CH:10][C:2]([CH3:1])=[CH:3][N:4]=2)[NH:8][CH:7]=1)#[N:15]. (4) Given the reactants FC(F)(F)C(O)=O.[NH2:8][C@H:9]1[CH2:14][CH2:13][CH2:12][CH2:11][C@H:10]1[NH:15][C:16]1[N:21]=[C:20]([C:22]2[CH:23]=[N:24][N:25]([CH3:27])[CH:26]=2)[C:19]2[C:28](=[O:31])[NH:29][CH2:30][C:18]=2[C:17]=1[F:32].C(N(CC)CC)C.[CH3:40][C:41]([O:44][C:45](O[C:45]([O:44][C:41]([CH3:43])([CH3:42])[CH3:40])=[O:46])=[O:46])([CH3:43])[CH3:42].C(O)(=O)CC(CC(O)=O)(C(O)=O)O.[OH-].[Na+], predict the reaction product. The product is: [F:32][C:17]1[C:18]2[CH2:30][NH:29][C:28](=[O:31])[C:19]=2[C:20]([C:22]2[CH:23]=[N:24][N:25]([CH3:27])[CH:26]=2)=[N:21][C:16]=1[NH:15][C@@H:10]1[CH2:11][CH2:12][CH2:13][CH2:14][C@@H:9]1[NH:8][C:45](=[O:46])[O:44][C:41]([CH3:43])([CH3:42])[CH3:40]. (5) Given the reactants [CH2:1]([O:3][C:4]1[CH:5]=[C:6]([C:20]2[CH:25]=[CH:24][C:23]([CH2:26][C:27]([NH:29][C:30]3[CH:34]=[C:33]([C:35]([CH3:41])([CH3:40])[C:36]([F:39])([F:38])[F:37])[O:32][N:31]=3)=[O:28])=[C:22]([F:42])[CH:21]=2)[CH:7]=[N:8][C:9]=1[O:10]CC1C=CC(OC)=CC=1)[CH3:2], predict the reaction product. The product is: [CH2:1]([O:3][C:4]1[C:9](=[O:10])[NH:8][CH:7]=[C:6]([C:20]2[CH:25]=[CH:24][C:23]([CH2:26][C:27]([NH:29][C:30]3[CH:34]=[C:33]([C:35]([CH3:41])([CH3:40])[C:36]([F:39])([F:37])[F:38])[O:32][N:31]=3)=[O:28])=[C:22]([F:42])[CH:21]=2)[CH:5]=1)[CH3:2]. (6) Given the reactants [CH3:1][NH:2][CH:3]1[CH2:8][CH2:7][CH:6]([NH:9][C:10]2[C:21]3[C:20]4[CH2:19][CH2:18][CH2:17][C:16]=4[S:15][C:14]=3[N:13]=[CH:12][N:11]=2)[CH2:5][CH2:4]1.[CH3:22][CH:23]([CH3:26])[CH:24]=O.[BH3-]C#N.[Na+], predict the reaction product. The product is: [CH3:1][N:2]([CH2:22][CH:23]([CH3:26])[CH3:24])[CH:3]1[CH2:8][CH2:7][CH:6]([NH:9][C:10]2[C:21]3[C:20]4[CH2:19][CH2:18][CH2:17][C:16]=4[S:15][C:14]=3[N:13]=[CH:12][N:11]=2)[CH2:5][CH2:4]1. (7) Given the reactants Cl[C:2]1[CH:7]=[C:6]([CH3:8])[C:5]([N+:9]([O-:11])=[O:10])=[CH:4][N:3]=1.O.[NH:13]1[CH2:17][CH2:16][CH2:15][CH2:14]1, predict the reaction product. The product is: [CH3:8][C:6]1[C:5]([N+:9]([O-:11])=[O:10])=[CH:4][N:3]=[C:2]([N:13]2[CH2:17][CH2:16][CH2:15][CH2:14]2)[CH:7]=1.